From a dataset of Catalyst prediction with 721,799 reactions and 888 catalyst types from USPTO. Predict which catalyst facilitates the given reaction. (1) Reactant: [Cl:1][C:2]1[CH:3]=[C:4]2[C:12](=[C:13]([NH:15][C:16]([CH:18]3[CH2:23][O:22][C:21]([CH3:25])([CH3:24])[CH2:20][N:19]3[CH2:26][CH:27]([NH2:30])[CH2:28][CH3:29])=[O:17])[CH:14]=1)[NH:11][C:10]1[CH:9]=[N:8][CH:7]=[CH:6][C:5]2=1.[CH3:31][C:32]1[N:40]=[CH:39][CH:38]=[CH:37][C:33]=1[C:34](O)=[O:35].CCN=C=NCCCN(C)C. Product: [Cl:1][C:2]1[CH:3]=[C:4]2[C:12](=[C:13]([NH:15][C:16]([CH:18]3[CH2:23][O:22][C:21]([CH3:24])([CH3:25])[CH2:20][N:19]3[CH2:26][CH:27]([NH:30][C:34]([C:33]3[C:32]([CH3:31])=[N:40][CH:39]=[CH:38][CH:37]=3)=[O:35])[CH2:28][CH3:29])=[O:17])[CH:14]=1)[NH:11][C:10]1[CH:9]=[N:8][CH:7]=[CH:6][C:5]2=1. The catalyst class is: 228. (2) Reactant: [Cl:1][CH2:2][CH2:3][C@H:4]([C:6]1[S:7][CH:8]=[CH:9][CH:10]=1)[OH:5].O[C:12]1[C:17]2[S:18][CH:19]=[CH:20][C:16]=2[CH:15]=[CH:14][CH:13]=1. Product: [Cl:1][CH2:2][CH2:3][C@H:4]([O:5][C:12]1[C:17]2[S:18][CH:19]=[CH:20][C:16]=2[CH:15]=[CH:14][CH:13]=1)[C:6]1[S:7][CH:8]=[CH:9][CH:10]=1. The catalyst class is: 1. (3) Reactant: ClB(Cl)Cl.[Cl:5][C:6]1[CH:12]=[CH:11][C:9]([NH2:10])=[CH:8][CH:7]=1.[Cl:13][C:14]1[CH:21]=[CH:20][C:19]([Cl:22])=[CH:18][C:15]=1[C:16]#N.[Cl-].[Cl-].[Cl-].[Ga+3].Cl.C(OCC)(=[O:30])C. Product: [NH2:10][C:9]1[CH:11]=[CH:12][C:6]([Cl:5])=[CH:7][C:8]=1[C:16]([C:15]1[CH:18]=[C:19]([Cl:22])[CH:20]=[CH:21][C:14]=1[Cl:13])=[O:30]. The catalyst class is: 26. (4) Reactant: Cl[C:2]1[C:11]2[C:6](=[CH:7][CH:8]=[CH:9][CH:10]=2)[C:5]([CH2:12][C:13]2[CH:18]=[CH:17][N:16]=[CH:15][CH:14]=2)=[N:4][N:3]=1.[CH2:19]([NH2:26])[C:20]1[CH:25]=[CH:24][CH:23]=[CH:22][CH:21]=1.C(=O)([O-])[O-].[K+].[K+]. Product: [CH2:19]([NH:26][C:2]1[C:11]2[C:6](=[CH:7][CH:8]=[CH:9][CH:10]=2)[C:5]([CH2:12][C:13]2[CH:18]=[CH:17][N:16]=[CH:15][CH:14]=2)=[N:4][N:3]=1)[C:20]1[CH:25]=[CH:24][CH:23]=[CH:22][CH:21]=1. The catalyst class is: 4. (5) Reactant: [Cl:1][C:2]1[CH:7]=[CH:6][CH:5]=[C:4]([Cl:8])[C:3]=1Br.[OH-].[Na+].[CH3:12][O:13][C:14]1[C:19]([O:20][CH3:21])=[CH:18][CH:17]=[CH:16][C:15]=1B(O)O. Product: [Cl:1][C:2]1[CH:7]=[CH:6][CH:5]=[C:4]([Cl:8])[C:3]=1[C:18]1[CH:17]=[CH:16][CH:15]=[C:14]([O:13][CH3:12])[C:19]=1[O:20][CH3:21]. The catalyst class is: 149. (6) Reactant: S([O-])([O-])(=O)=O.[C:6]([C:11]1[CH:16]=[CH:15][C:14]([IH+:17])=[CH:13][CH:12]=1)([CH2:9][CH3:10])([CH3:8])[CH3:7].[C:18]([C:23]1[CH:28]=[CH:27][C:26]([IH+])=[CH:25][CH:24]=1)([CH2:21][CH3:22])([CH3:20])[CH3:19].[F:30][C:31]1[C:36]([S:37]([O-:40])(=[O:39])=[O:38])=[C:35]([F:41])[C:34]([F:42])=[C:33]([F:43])[C:32]=1[F:44].C[N+](C)(C)C. Product: [F:30][C:31]1[C:36]([S:37]([O-:40])(=[O:39])=[O:38])=[C:35]([F:41])[C:34]([F:42])=[C:33]([F:43])[C:32]=1[F:44].[C:6]([C:11]1[CH:12]=[CH:13][C:14]([I+:17][C:26]2[CH:25]=[CH:24][C:23]([C:18]([CH2:21][CH3:22])([CH3:19])[CH3:20])=[CH:28][CH:27]=2)=[CH:15][CH:16]=1)([CH2:9][CH3:10])([CH3:7])[CH3:8]. The catalyst class is: 6. (7) Reactant: CC1(C)[O:6][C@@H:5]([CH2:7][CH2:8][NH:9][C:10]([CH:12]2[CH:16]([C:17]3[CH:22]=[CH:21][CH:20]=[C:19]([Cl:23])[CH:18]=3)[C:15]([C:26]3[CH:27]=[N:28][C:29]([Cl:32])=[CH:30][CH:31]=3)([C:24]#[N:25])[CH:14]([CH2:33][C:34]([CH3:37])([CH3:36])[CH3:35])[NH:13]2)=[O:11])[CH2:4][O:3]1.CC1C=CC(S([O-])(=O)=O)=CC=1.C1C=C[NH+]=CC=1. Product: [OH:6][C@H:5]([CH2:4][OH:3])[CH2:7][CH2:8][NH:9][C:10]([CH:12]1[CH:16]([C:17]2[CH:22]=[CH:21][CH:20]=[C:19]([Cl:23])[CH:18]=2)[C:15]([C:26]2[CH:27]=[N:28][C:29]([Cl:32])=[CH:30][CH:31]=2)([C:24]#[N:25])[CH:14]([CH2:33][C:34]([CH3:35])([CH3:37])[CH3:36])[NH:13]1)=[O:11]. The catalyst class is: 5. (8) Reactant: [CH2:1]([O:3][C:4]([C@H:6]1[CH2:11][CH2:10][N:9]([C:12]([O:14][C:15]([CH3:18])([CH3:17])[CH3:16])=[O:13])[CH2:8][C@H:7]1[C:19]1[CH:24]=[CH:23][CH:22]=[CH:21][CH:20]=1)=[O:5])[CH3:2].CC[O-].[Na+]. Product: [CH2:1]([O:3][C:4]([C@@H:6]1[CH2:11][CH2:10][N:9]([C:12]([O:14][C:15]([CH3:18])([CH3:16])[CH3:17])=[O:13])[CH2:8][C@H:7]1[C:19]1[CH:20]=[CH:21][CH:22]=[CH:23][CH:24]=1)=[O:5])[CH3:2]. The catalyst class is: 8. (9) Reactant: [CH2:1]([O:8][CH:9]1[CH2:14][CH2:13][CH:12]([OH:15])[CH:11]([F:16])[CH2:10]1)[C:2]1[CH:7]=[CH:6][CH:5]=[CH:4][CH:3]=1.[CH3:17][C:18]([Si:21](Cl)([CH3:23])[CH3:22])([CH3:20])[CH3:19].N1C=CN=C1.C(=O)(O)[O-].[Na+]. Product: [CH2:1]([O:8][CH:9]1[CH2:14][CH2:13][CH:12]([O:15][Si:21]([C:18]([CH3:20])([CH3:19])[CH3:17])([CH3:23])[CH3:22])[CH:11]([F:16])[CH2:10]1)[C:2]1[CH:3]=[CH:4][CH:5]=[CH:6][CH:7]=1. The catalyst class is: 3. (10) Reactant: C([Li])CCC.C([Sn](CCCC)(CCCC)[C:11]1[N:16]=[CH:15][CH:14]=[CH:13][N:12]=1)CCC.[C:25]([O:29][C:30]([N:32]1[CH:37]2[CH2:38][CH2:39][CH:33]1[CH2:34][C:35](=[O:40])[CH2:36]2)=[O:31])([CH3:28])([CH3:27])[CH3:26].[Cl-].[NH4+]. Product: [C:25]([O:29][C:30]([N:32]1[CH:37]2[CH2:38][CH2:39][CH:33]1[CH2:34][C:35]([OH:40])([C:11]1[N:12]=[CH:13][CH:14]=[CH:15][N:16]=1)[CH2:36]2)=[O:31])([CH3:28])([CH3:26])[CH3:27]. The catalyst class is: 1.